From a dataset of Catalyst prediction with 721,799 reactions and 888 catalyst types from USPTO. Predict which catalyst facilitates the given reaction. Reactant: [CH3:1][N:2]1[CH2:7][CH2:6][N:5]([CH2:8][C:9]2[CH:19]=[CH:18][C:12]([C:13]([O:15]CC)=[O:14])=[CH:11][C:10]=2[C:20]([F:23])([F:22])[F:21])[CH2:4][CH2:3]1.[OH-].[Na+]. Product: [CH3:1][N:2]1[CH2:7][CH2:6][N:5]([CH2:8][C:9]2[CH:19]=[CH:18][C:12]([C:13]([OH:15])=[O:14])=[CH:11][C:10]=2[C:20]([F:23])([F:21])[F:22])[CH2:4][CH2:3]1. The catalyst class is: 72.